This data is from Forward reaction prediction with 1.9M reactions from USPTO patents (1976-2016). The task is: Predict the product of the given reaction. (1) Given the reactants [Mg].Br[C:3]1[CH:17]=[CH:16][C:6]([CH2:7][CH2:8][O:9][CH:10]2[CH2:15][CH2:14][CH2:13][CH2:12][O:11]2)=[CH:5][CH:4]=1.C1C[O:21][CH2:20]C1.C(Br)C, predict the reaction product. The product is: [O:11]1[CH2:12][CH2:13][CH2:14][CH2:15][CH:10]1[O:9][CH2:8][CH2:7][C:6]1[CH:16]=[CH:17][C:3]([CH:20]=[O:21])=[CH:4][CH:5]=1. (2) Given the reactants [Cl:1][C:2]1[CH:10]=[C:9]([F:11])[C:8]([N+:12]([O-:14])=[O:13])=[CH:7][C:3]=1[C:4](O)=[O:5].S(Cl)([Cl:17])=O.C1(P(=O)(C2C=CC=CC=2)C2C=CC=CC=2)C=CC=CC=1, predict the reaction product. The product is: [Cl:1][C:2]1[CH:10]=[C:9]([F:11])[C:8]([N+:12]([O-:14])=[O:13])=[CH:7][C:3]=1[C:4]([Cl:17])=[O:5]. (3) The product is: [Cl:35][C:34]1[C:29]([O:7][C:8]2[CH:9]=[C:10]([CH:21]=[C:22]([O:24][CH:25]([CH3:27])[CH3:26])[CH:23]=2)[C:11]([NH:13][C:14]2[CH:19]=[N:18][C:17]([CH3:20])=[CH:16][N:15]=2)=[O:12])=[N:30][CH:31]=[C:32]([C:36]([N:38]2[CH2:42][CH2:41][CH2:40][CH2:39]2)=[O:37])[CH:33]=1. Given the reactants C(=O)([O-])[O-].[Cs+].[Cs+].[OH:7][C:8]1[CH:9]=[C:10]([CH:21]=[C:22]([O:24][CH:25]([CH3:27])[CH3:26])[CH:23]=1)[C:11]([NH:13][C:14]1[CH:19]=[N:18][C:17]([CH3:20])=[CH:16][N:15]=1)=[O:12].Cl[C:29]1[C:34]([Cl:35])=[CH:33][C:32]([C:36]([N:38]2[CH2:42][CH2:41][CH2:40][CH2:39]2)=[O:37])=[CH:31][N:30]=1, predict the reaction product.